This data is from Full USPTO retrosynthesis dataset with 1.9M reactions from patents (1976-2016). The task is: Predict the reactants needed to synthesize the given product. (1) Given the product [CH3:1][O:2][C:3](=[O:16])[CH2:4][C:5]1[CH:6]=[N:7][C:8]([CH2:14][CH3:15])=[C:9]([CH2:11][C:12]2[S:28][C:20]3[C:21]([F:27])=[CH:22][C:23]([F:26])=[C:24]([F:25])[C:19]=3[N:13]=2)[CH:10]=1, predict the reactants needed to synthesize it. The reactants are: [CH3:1][O:2][C:3](=[O:16])[CH2:4][C:5]1[CH:6]=[N:7][C:8]([CH2:14][CH3:15])=[C:9]([CH2:11][C:12]#[N:13])[CH:10]=1.Cl.N[C:19]1[C:24]([F:25])=[C:23]([F:26])[CH:22]=[C:21]([F:27])[C:20]=1[SH:28]. (2) Given the product [O:37]1[C:36]2=[N:34][CH:33]=[CH:14][CH:17]=[C:18]2[C:19]([NH2:20])=[N:10]1, predict the reactants needed to synthesize it. The reactants are: O(C(C)(C)C)[K].C([NH:10]O)(=O)C.FC1[N:20]=[CH:19][CH:18]=[CH:17][C:14]=1C#N.CCCCCC.CC(=O)OCC.[CH3:33][N:34]([CH:36]=[O:37])C.